This data is from Forward reaction prediction with 1.9M reactions from USPTO patents (1976-2016). The task is: Predict the product of the given reaction. (1) Given the reactants [Si]([O:8][C@@H:9]([CH3:35])[CH2:10][O:11][NH:12][C:13]([C:15]1[C:16]2[CH2:34][CH2:33][CH2:32][C:17]=2[C:18](=[O:31])[N:19]([CH3:30])[C:20]=1[NH:21][C:22]1[CH:27]=[CH:26][C:25]([I:28])=[CH:24][C:23]=1[F:29])=[O:14])(C(C)(C)C)(C)C.CCCC[N+](CCCC)(CCCC)CCCC.[F-], predict the reaction product. The product is: [F:29][C:23]1[CH:24]=[C:25]([I:28])[CH:26]=[CH:27][C:22]=1[NH:21][C:20]1[N:19]([CH3:30])[C:18](=[O:31])[C:17]2[CH2:32][CH2:33][CH2:34][C:16]=2[C:15]=1[C:13]([NH:12][O:11][CH2:10][C@@H:9]([OH:8])[CH3:35])=[O:14]. (2) Given the reactants [N+:1]([C:4]1[CH:9]=[CH:8][C:7]([C:10]2[O:14][C:13]([C:15]([OH:17])=O)=[CH:12][CH:11]=2)=[CH:6][CH:5]=1)([O-:3])=[O:2].S(Cl)([Cl:20])=O, predict the reaction product. The product is: [N+:1]([C:4]1[CH:9]=[CH:8][C:7]([C:10]2[O:14][C:13]([C:15]([Cl:20])=[O:17])=[CH:12][CH:11]=2)=[CH:6][CH:5]=1)([O-:3])=[O:2]. (3) Given the reactants [CH3:1][O:2][C:3](=[O:28])[CH2:4][CH2:5][C:6]1[CH:11]=[CH:10][C:9]([O:12][C:13]2[CH:18]=[CH:17][CH:16]=[C:15]([O:19]CC3C=CC=CC=3)[CH:14]=2)=[CH:8][C:7]=1[CH3:27], predict the reaction product. The product is: [CH3:1][O:2][C:3](=[O:28])[CH2:4][CH2:5][C:6]1[CH:11]=[CH:10][C:9]([O:12][C:13]2[CH:18]=[CH:17][CH:16]=[C:15]([OH:19])[CH:14]=2)=[CH:8][C:7]=1[CH3:27]. (4) Given the reactants [Cl:1][C:2]1[CH:3]=[C:4]([C:9]2[CH:21]=[CH:20][C:12]([C:13]([NH:15][S:16]([CH3:19])(=[O:18])=[O:17])=[O:14])=[CH:11][C:10]=2[O:22][CH3:23])[CH:5]=[N:6][C:7]=1F.C([O-])([O-])=O.[Cs+].[Cs+].[F:30][C:31]1[C:36]([F:37])=[CH:35][CH:34]=[C:33]([F:38])[C:32]=1[OH:39], predict the reaction product. The product is: [Cl:1][C:2]1[CH:3]=[C:4]([C:9]2[CH:21]=[CH:20][C:12]([C:13]([NH:15][S:16]([CH3:19])(=[O:18])=[O:17])=[O:14])=[CH:11][C:10]=2[O:22][CH3:23])[CH:5]=[N:6][C:7]=1[O:39][C:32]1[C:33]([F:38])=[CH:34][CH:35]=[C:36]([F:37])[C:31]=1[F:30].